This data is from hERG potassium channel inhibition data for cardiac toxicity prediction from Karim et al.. The task is: Regression/Classification. Given a drug SMILES string, predict its toxicity properties. Task type varies by dataset: regression for continuous values (e.g., LD50, hERG inhibition percentage) or binary classification for toxic/non-toxic outcomes (e.g., AMES mutagenicity, cardiotoxicity, hepatotoxicity). Dataset: herg_karim. (1) The drug is CCCCc1ccc(S(=O)(=O)Nc2ccc([C@]34CNC[C@H]3C4)cc2)cc1. The result is 1 (blocker). (2) The drug is Cc1c([C@@H](O)CN2CCC3(CC2)CCN(c2cnsn2)C3=O)ccc2c1COC2=O. The result is 1 (blocker). (3) The drug is N[C@H]1CN(c2ccncc2Nc2ncc3ccc(-c4ncccc4F)nn23)C[C@@H](N)[C@@H]1O. The result is 0 (non-blocker). (4) The molecule is O=C(Nc1ccccc1)NS(=O)(=O)c1ccc(OCCCCN2CCCCC2)cc1. The result is 0 (non-blocker). (5) The molecule is O=C1COc2ccc(CNC34CCC(CCc5c(F)cnc6ccc(OCCC(F)(F)C(=O)O)nc56)(CC3)OC4)nc2N1. The result is 0 (non-blocker). (6) The compound is Cc1cc(C)nc(Nc2cc(NCC3(N)CC3)cnc2C(N)=O)c1. The result is 1 (blocker). (7) The drug is COCCCc1cc(CN(C(=O)C2CNCCC2c2ccn(C)c(=O)c2)C2CC2)c2ccccc2c1. The result is 0 (non-blocker). (8) The molecule is O=C(O)[C@H](Cc1c[nH]c2ccccc12)N1C(=O)c2ccccc2C1=O. The result is 0 (non-blocker). (9) The drug is CC(C)(C)NS(=O)(=O)CCCN1CC2CN(CCCOc3ccc(C#N)cc3)CC(C1)O2. The result is 0 (non-blocker). (10) The molecule is CN(Cc1ccc(C(F)(F)F)nc1)c1cc(C(=O)Nc2ccccc2)ncn1. The result is 1 (blocker).